This data is from Catalyst prediction with 721,799 reactions and 888 catalyst types from USPTO. The task is: Predict which catalyst facilitates the given reaction. (1) Reactant: [Br:1][C:2]1[CH:7]=[CH:6][C:5]([CH:8](O)[CH3:9])=[CH:4][CH:3]=1.[Br:11]P(Br)Br.O. Product: [Br:1][C:2]1[CH:7]=[CH:6][C:5]([CH:8]([Br:11])[CH3:9])=[CH:4][CH:3]=1. The catalyst class is: 7. (2) Reactant: [F:1][C:2]1[CH:3]=[N:4][CH:5]=[CH:6][C:7]=1[C:8]1[C:9]([C:16]2[CH:17]=[N:18][CH:19]=[CH:20][CH:21]=2)=[N:10][C:11]([NH2:15])=[C:12]([NH2:14])[CH:13]=1.[F:22][C:23]1[CH:31]=[CH:30][C:26]([C:27](Cl)=O)=[CH:25][CH:24]=1. Product: [F:22][C:23]1[CH:31]=[CH:30][C:26]([C:27]2[NH:15][C:11]3=[N:10][C:9]([C:16]4[CH:17]=[N:18][CH:19]=[CH:20][CH:21]=4)=[C:8]([C:7]4[CH:6]=[CH:5][N:4]=[CH:3][C:2]=4[F:1])[CH:13]=[C:12]3[N:14]=2)=[CH:25][CH:24]=1. The catalyst class is: 17. (3) Reactant: [NH2:1][C@H:2]([CH2:5][C:6]([OH:8])=[O:7])[CH2:3][OH:4].O1CCOC[CH2:10]1.[ClH:15]. Product: [ClH:15].[NH2:1][C@@H:2]([CH2:3][OH:4])[CH2:5][C:6]([O:8][CH3:10])=[O:7]. The catalyst class is: 5.